Dataset: Experimentally validated miRNA-target interactions with 360,000+ pairs, plus equal number of negative samples. Task: Binary Classification. Given a miRNA mature sequence and a target amino acid sequence, predict their likelihood of interaction. (1) The miRNA is hsa-miR-6812-3p with sequence CCGCUCUUCCCCUGACCCCAG. The protein sequence of the target gene is MAASAPPPPDKLEGGGGPAPPPAPPSTGRKQGKAGLQMKSPEKKRRKSNTQGPAYSHLTEFAPPPTPMVDHLVASNPFEDDFGAPKVGVAAPPFLGSPVPFGGFRVQGGMAGQVPPGYSTGGGGGPQPLRRQPPPFPPNPMGPAFNMPPQGPGYPPPGNMNFPSQPFNQPLGQNFSPPSGQMMPGPVGGFGPMISPTMGQPPRAELGPPSLSQRFAQPGAPFGPSPLQRPGQGLPSLPPNTSPFPGPDPGFPGPGGEDGGKPLNPPASTAFPQEPHSGSPAAAVNGNQPSFPPNSSGRGG.... Result: 0 (no interaction). (2) The miRNA is hsa-miR-4733-3p with sequence CCACCAGGUCUAGCAUUGGGAU. The protein sequence of the target gene is MAKKVAVIGAGVSGLSSIKCCVDEDLEPTCFERSDDIGGLWKFTESSKDGMTRVYKSLVTNVCKEMSCYSDFPFHEDYPNFMNHEKFWDYLQEFAEHFDLLKYIQFKTTVCSITKRPDFSETGQWDVVTETEGKQNRAVFDAVMVCTGHFLNPHLPLEAFPGIHKFKGQILHSQEYKIPEGFQGKRVLVIGLGNTGGDIAVELSRTAAQVLLSTRTGTWVLGRSSDWGYPYNMMVTRRCCSFIAQVLPSRFLNWIQERKLNKRFNHEDYGLSITKGKKAKFIVNDELPNCILCGAITMKT.... Result: 0 (no interaction). (3) The protein sequence of the target gene is MENSHPPHHHHQQPPPQPGPSGERRNHHWRSYKLMIDPALKKGHHKLYRYDGQHFSLAMSSNRPVEIVEDPRVVGIWTKNKELELSVPKFKIDEFYVGPVPPKQVTFAKLNDNIRENFLRDMCKKYGEVEEVEILYNPKTKKHLGIAKVVFATVRGAKDAVQHLHSTSVMGNIIHVELDTKGETRMRFYELLVTGRYTPQTLPVGELDAVSPIVNETLQLSDALKRLKDGGLSAGCGSGSSSVTPNSGGTPFSQDTAYSSCRLDTPNSYGQGTPLTPRLGTPFSQDSSYSSRQPTPSYLF.... The miRNA is hsa-miR-484 with sequence UCAGGCUCAGUCCCCUCCCGAU. Result: 1 (interaction). (4) The miRNA is hsa-miR-6781-3p with sequence UGCCUCUUUUCCACGGCCUCAG. The protein sequence of the target gene is MASLLAKDAYLQSLAKKICSHSAPEQQARTRAGKTQGSETAGPPKKKRKKTQKKFRKREEKAAEHKAKSLGEKSPAASGARRPEAAKEEAAWASSSAGNPADGLATEPESVFALDVLRQRLHEKIQEARGQGSAKELSPAALEKRRRRKQERDRKKRKRKELRAKEKARKAEEATEAQEVVEATPEGACTEPREPPGLIFNKVEVSEDEPASKAQRRKEKRQRVKGNLTPLTGRNYRQLLERLQARQSRLDELRGQDEGKAQELEAKMKWTNLLYKAEGVKIRDDERLLQEALKRKEKRR.... Result: 1 (interaction).